Dataset: Full USPTO retrosynthesis dataset with 1.9M reactions from patents (1976-2016). Task: Predict the reactants needed to synthesize the given product. (1) Given the product [F:12][C:13]1([F:19])[CH2:16][CH:15]([CH2:17][O:1][C:2]2[CH:10]=[C:9]3[C:5]([CH2:6][CH2:7][C:8]3=[O:11])=[CH:4][CH:3]=2)[CH2:14]1, predict the reactants needed to synthesize it. The reactants are: [OH:1][C:2]1[CH:10]=[C:9]2[C:5]([CH2:6][CH2:7][C:8]2=[O:11])=[CH:4][CH:3]=1.[F:12][C:13]1([F:19])[CH2:16][CH:15]([CH2:17]O)[CH2:14]1.C1(P(C2C=CC=CC=2)C2C=CC=CC=2)C=CC=CC=1.N(C(OC(C)C)=O)=NC(OC(C)C)=O. (2) Given the product [Cl:1][C:2]1[C:10]2[C:5](=[CH:6][CH:7]=[C:8]([C:11]3[N:15]=[C:14]([C:16]4[CH:17]=[C:18]([C:24]5[CH:29]=[CH:28][CH:27]=[CH:26][CH:25]=5)[C:19]([O:22][CH3:23])=[CH:20][CH:21]=4)[O:13][N:12]=3)[CH:9]=2)[N:4]([CH2:30][CH2:31][C:32]([O-:34])=[O:33])[CH:3]=1.[Na+:38], predict the reactants needed to synthesize it. The reactants are: [Cl:1][C:2]1[C:10]2[C:5](=[CH:6][CH:7]=[C:8]([C:11]3[N:15]=[C:14]([C:16]4[CH:17]=[C:18]([C:24]5[CH:29]=[CH:28][CH:27]=[CH:26][CH:25]=5)[C:19]([O:22][CH3:23])=[CH:20][CH:21]=4)[O:13][N:12]=3)[CH:9]=2)[N:4]([CH2:30][CH2:31][C:32]([O:34]CC)=[O:33])[CH:3]=1.[OH-].[Na+:38]. (3) Given the product [F:17][C:18]1[CH:32]=[CH:31][C:21]([CH2:22][N:23]([O:24][CH:25]2[CH2:30][CH2:29][CH2:28][CH2:27][O:26]2)[C:14]([C:10]2[CH:9]=[C:8]([Br:7])[CH:13]=[CH:12][N:11]=2)=[O:16])=[CH:20][CH:19]=1, predict the reactants needed to synthesize it. The reactants are: C(Cl)(=O)C(Cl)=O.[Br:7][C:8]1[CH:13]=[CH:12][N:11]=[C:10]([C:14]([OH:16])=O)[CH:9]=1.[F:17][C:18]1[CH:32]=[CH:31][C:21]([CH2:22][NH:23][O:24][CH:25]2[CH2:30][CH2:29][CH2:28][CH2:27][O:26]2)=[CH:20][CH:19]=1.C(N(CC)CC)C. (4) Given the product [OH:8][CH2:7][C@@H:6]1[C@H:4]2[O:5][C:28]([CH2:29][CH2:30][CH2:31][CH2:32][CH3:33])([CH2:27][CH2:26][CH2:25][CH2:24][CH3:23])[O:3][C@H:2]2[C@H:1]([N:10]2[CH:17]=[CH:16][C:14](=[O:15])[NH:13][C:11]2=[O:12])[O:9]1, predict the reactants needed to synthesize it. The reactants are: [C@@H:1]1([N:10]2[CH:17]=[CH:16][C:14](=[O:15])[NH:13][C:11]2=[O:12])[O:9][C@H:6]([CH2:7][OH:8])[C@@H:4]([OH:5])[C@H:2]1[OH:3].CN(C=O)C.[CH3:23][CH2:24][CH2:25][CH2:26][CH2:27][C:28](=O)[CH2:29][CH2:30][CH2:31][CH2:32][CH3:33].Cl.